Dataset: Catalyst prediction with 721,799 reactions and 888 catalyst types from USPTO. Task: Predict which catalyst facilitates the given reaction. (1) Reactant: [CH3:1][N:2]1[CH:6]=[N:5][CH:4]=[N:3]1.C([Li])CCC.[C:12](=[O:14])=[O:13]. Product: [CH3:1][N:2]1[C:6]([C:12]([OH:14])=[O:13])=[N:5][CH:4]=[N:3]1. The catalyst class is: 134. (2) Reactant: [OH:1][C:2]1[C:3]([C:16](=[O:18])[CH3:17])=[CH:4][C:5]2[C:6]([CH3:15])([CH3:14])[CH2:7][CH2:8][C:9]([CH3:13])([CH3:12])[C:10]=2[CH:11]=1.Br[CH2:20][CH2:21][CH2:22][CH2:23][CH2:24][CH3:25]. Product: [CH2:20]([O:1][C:2]1[C:3]([C:16](=[O:18])[CH3:17])=[CH:4][C:5]2[C:6]([CH3:15])([CH3:14])[CH2:7][CH2:8][C:9]([CH3:12])([CH3:13])[C:10]=2[CH:11]=1)[CH2:21][CH2:22][CH2:23][CH2:24][CH3:25]. The catalyst class is: 16.